From a dataset of Forward reaction prediction with 1.9M reactions from USPTO patents (1976-2016). Predict the product of the given reaction. (1) Given the reactants C([O:8][C:9]1[CH:10]=[CH:11][C:12]([CH:20]([OH:35])[CH2:21][NH:22][C:23]([CH3:34])([CH3:33])[CH2:24][C:25]2[CH:30]=[CH:29][C:28]([F:31])=[CH:27][C:26]=2[F:32])=[C:13]2[C:18]=1[NH:17][C:16](=[O:19])[CH:15]=[CH:14]2)C1C=CC=CC=1, predict the reaction product. The product is: [F:32][C:26]1[CH:27]=[C:28]([F:31])[CH:29]=[CH:30][C:25]=1[CH2:24][C:23]([NH:22][CH2:21][CH:20]([C:12]1[CH:11]=[CH:10][C:9]([OH:8])=[C:18]2[C:13]=1[CH2:14][CH2:15][C:16](=[O:19])[NH:17]2)[OH:35])([CH3:33])[CH3:34]. (2) The product is: [CH3:13][O:12][CH2:11][N:9]1[C:10]2[C:6](=[CH:5][CH:4]=[CH:3][C:2]=2[NH:1][S:24]([C:20]2[S:19][CH:23]=[CH:22][CH:21]=2)(=[O:26])=[O:25])[CH:7]=[C:8]1[C:14]([O:16][CH2:17][CH3:18])=[O:15]. Given the reactants [NH2:1][C:2]1[CH:3]=[CH:4][CH:5]=[C:6]2[C:10]=1[N:9]([CH2:11][O:12][CH3:13])[C:8]([C:14]([O:16][CH2:17][CH3:18])=[O:15])=[CH:7]2.[S:19]1[CH:23]=[CH:22][CH:21]=[C:20]1[S:24](Cl)(=[O:26])=[O:25], predict the reaction product. (3) Given the reactants [CH3:1][O:2][C:3]1[CH:4]=[C:5]([CH:11]=[CH:12][C:13]=1[O:14][CH2:15][CH2:16][NH:17][CH2:18][CH:19]([NH:42][CH:43]1[CH2:45][CH2:44]1)[C:20](=[O:41])[CH2:21][C:22]1[CH:27]=[CH:26][C:25]([NH:28][C:29]([NH:31][C:32]2[CH:37]=[CH:36][CH:35]=[CH:34][C:33]=2[CH3:38])=[O:30])=[C:24]([O:39][CH3:40])[CH:23]=1)[C:6]([O:8]CC)=[O:7].[OH-].[Na+].Cl, predict the reaction product. The product is: [CH3:1][O:2][C:3]1[CH:4]=[C:5]([CH:11]=[CH:12][C:13]=1[O:14][CH2:15][CH2:16][NH:17][CH2:18][CH:19]([NH:42][CH:43]1[CH2:44][CH2:45]1)[C:20](=[O:41])[CH2:21][C:22]1[CH:27]=[CH:26][C:25]([NH:28][C:29]([NH:31][C:32]2[CH:37]=[CH:36][CH:35]=[CH:34][C:33]=2[CH3:38])=[O:30])=[C:24]([O:39][CH3:40])[CH:23]=1)[C:6]([OH:8])=[O:7].